This data is from Reaction yield outcomes from USPTO patents with 853,638 reactions. The task is: Predict the reaction yield, written as a fraction of the theoretical maximum amount of product (1.0 means a 100% yield; for example, 0.34 means a 34% yield). (1) The reactants are [F:1][C:2]1[CH:3]=[CH:4][C:5]([C:8]2[C:12]([CH2:13][OH:14])=[C:11]([CH3:15])[O:10][N:9]=2)=[N:6][CH:7]=1.C(=O)([O-])O.[Na+]. The catalyst is C(Cl)Cl. The product is [F:1][C:2]1[CH:3]=[CH:4][C:5]([C:8]2[C:12]([CH:13]=[O:14])=[C:11]([CH3:15])[O:10][N:9]=2)=[N:6][CH:7]=1. The yield is 0.900. (2) The reactants are C(OC[C:6]1[CH:11]=[C:10]([NH:12][C:13]2[C:18]([CH2:19][CH3:20])=[C:17]([CH3:21])[N:16]=[C:15]([C:22]3[S:23][C:24]([Cl:27])=[CH:25][CH:26]=3)[N:14]=2)[CH:9]=[CH:8][C:7]=1B1OC(C)(C)C(C)(C)O1)(=O)C.[OH-:37].[Li+].[CH2:39]1[CH2:43][O:42]CC1.CO. The catalyst is O. The product is [Cl:27][C:24]1[S:23][C:22]([C:15]2[N:14]=[C:13]([NH:12][C:10]3[CH:11]=[CH:6][C:7]([CH2:39][C:43]([OH:37])=[O:42])=[CH:8][CH:9]=3)[C:18]3[CH2:19][CH2:20][CH2:21][C:17]=3[N:16]=2)=[CH:26][CH:25]=1. The yield is 0.680. (3) The reactants are [C:1]([C:5]1[CH:14]=[CH:13][C:8]([C:9]([O:11][CH3:12])=[O:10])=[CH:7][C:6]=1[C:15]([CH3:17])=[CH2:16])([CH3:4])([CH3:3])[CH3:2]. The catalyst is CCO.CCOC(C)=O.[OH-].[OH-].[Pd+2]. The product is [C:1]([C:5]1[CH:14]=[CH:13][C:8]([C:9]([O:11][CH3:12])=[O:10])=[CH:7][C:6]=1[CH:15]([CH3:17])[CH3:16])([CH3:4])([CH3:3])[CH3:2]. The yield is 0.860. (4) The catalyst is C1COCC1.CCCCCC.C(OCC)(=O)C. The product is [CH:3]1([C@H:9]([NH:14][C:15]([C:17]2[CH:22]=[CH:21][C:20]([C:23]3[CH:32]=[CH:31][C:26]4[O:27][CH2:28][CH2:29][O:30][C:25]=4[CH:24]=3)=[CH:19][C:18]=2[NH:33][C:34]([NH:36][C:37]2[C:38]([CH3:45])=[CH:39][C:40]([CH3:44])=[CH:41][C:42]=2[CH3:43])=[O:35])=[O:16])[C:10]([OH:12])=[O:11])[CH2:4][CH2:5][CH2:6][CH2:7][CH2:8]1. The yield is 0.220. The reactants are [OH-].[Li+].[CH:3]1([C@H:9]([NH:14][C:15]([C:17]2[CH:22]=[CH:21][C:20]([C:23]3[CH:32]=[CH:31][C:26]4[O:27][CH2:28][CH2:29][O:30][C:25]=4[CH:24]=3)=[CH:19][C:18]=2[NH:33][C:34]([NH:36][C:37]2[C:42]([CH3:43])=[CH:41][C:40]([CH3:44])=[CH:39][C:38]=2[CH3:45])=[O:35])=[O:16])[C:10]([O:12]C)=[O:11])[CH2:8][CH2:7][CH2:6][CH2:5][CH2:4]1.CO.O. (5) The reactants are [Br:1][C:2]1[CH:3]=[C:4]([C:11]([CH3:22])([CH3:21])[CH2:12][C:13]([C:17]([F:20])([F:19])[F:18])([OH:16])[CH2:14][OH:15])[C:5]2[O:9][CH2:8][CH2:7][C:6]=2[CH:10]=1.O.[C:24]1(C)[CH:29]=CC(S(O)(=O)=O)=C[CH:25]=1. The catalyst is CC(C)=O. The product is [Br:1][C:2]1[CH:3]=[C:4]([C:11]([CH3:22])([CH3:21])[CH2:12][C:13]2([C:17]([F:20])([F:18])[F:19])[CH2:14][O:15][C:24]([CH3:29])([CH3:25])[O:16]2)[C:5]2[O:9][CH2:8][CH2:7][C:6]=2[CH:10]=1. The yield is 0.750.